Predict the reactants needed to synthesize the given product. From a dataset of Full USPTO retrosynthesis dataset with 1.9M reactions from patents (1976-2016). (1) Given the product [F:36][C:2]([F:1])([F:35])[O:3][C:4]1[CH:5]=[C:6]([CH:32]=[CH:33][CH:34]=1)[O:7][CH:8]([CH2:30][CH3:31])[C:9]([N:11]1[CH2:16][C:15](=[O:17])[NH:14][C:13]2[CH:26]=[CH:27][CH:28]=[N:29][C:12]1=2)=[O:10], predict the reactants needed to synthesize it. The reactants are: [F:1][C:2]([F:36])([F:35])[O:3][C:4]1[CH:5]=[C:6]([CH:32]=[CH:33][CH:34]=1)[O:7][CH:8]([CH2:30][CH3:31])[C:9]([N:11]1[CH2:16][C:15](=[O:17])[N:14](COCC[Si](C)(C)C)[C:13]2[CH:26]=[CH:27][CH:28]=[N:29][C:12]1=2)=[O:10].O.C1(C)C=CC=CC=1. (2) Given the product [C:15]([C:17]1[CH:18]=[C:19]([N:11]2[CH2:10][CH2:9][N:8]([C:1]([O:3][C:4]([CH3:7])([CH3:6])[CH3:5])=[O:2])[CH2:13][CH2:12]2)[CH:20]=[CH:21][CH:22]=1)(=[O:16])[CH3:14], predict the reactants needed to synthesize it. The reactants are: [C:1]([N:8]1[CH2:13][CH2:12][NH:11][CH2:10][CH2:9]1)([O:3][C:4]([CH3:7])([CH3:6])[CH3:5])=[O:2].[CH3:14][C:15]([C:17]1[CH:22]=[CH:21][CH:20]=[C:19](Br)[CH:18]=1)=[O:16].C1C=CC(P(C2C(C3C(P(C4C=CC=CC=4)C4C=CC=CC=4)=CC=C4C=3C=CC=C4)=C3C(C=CC=C3)=CC=2)C2C=CC=CC=2)=CC=1.CC(C)([O-])C.[Na+]. (3) Given the product [Br:23][C:24]1[CH:28]=[C:27]([C:29]([NH:31][C:32]2[CH:37]=[CH:36][C:35]([Cl:38])=[CH:34][C:33]=2[C:39](=[O:46])[NH:40][CH:41]([CH:43]2[CH2:45][CH2:44]2)[CH3:42])=[O:30])[N:26]([C:47]2[C:52]([Cl:53])=[CH:51][CH:50]=[CH:49][N:48]=2)[N:25]=1, predict the reactants needed to synthesize it. The reactants are: [O-]S(OOS([O-])(=O)=O)(=O)=O.[K+].[K+].S(=O)(=O)(O)O.CN(C)C=O.[Br:23][C:24]1[CH2:28][CH:27]([C:29]([NH:31][C:32]2[CH:37]=[CH:36][C:35]([Cl:38])=[CH:34][C:33]=2[C:39](=[O:46])[NH:40][CH:41]([CH:43]2[CH2:45][CH2:44]2)[CH3:42])=[O:30])[N:26]([C:47]2[C:52]([Cl:53])=[CH:51][CH:50]=[CH:49][N:48]=2)[N:25]=1. (4) Given the product [Br:1][C:2]1[C:3]([O:10][CH3:11])=[CH:4][C:5]([O:8][CH3:9])=[C:6]([C:20](=[O:21])[CH2:19][C:16]2[CH:17]=[CH:18][C:13]([F:12])=[CH:14][CH:15]=2)[CH:7]=1, predict the reactants needed to synthesize it. The reactants are: [Br:1][C:2]1[CH:7]=[CH:6][C:5]([O:8][CH3:9])=[CH:4][C:3]=1[O:10][CH3:11].[F:12][C:13]1[CH:18]=[CH:17][C:16]([CH2:19][C:20](Cl)=[O:21])=[CH:15][CH:14]=1.C(Cl)Cl.[Al+3].[Cl-].[Cl-].[Cl-].